Dataset: Forward reaction prediction with 1.9M reactions from USPTO patents (1976-2016). Task: Predict the product of the given reaction. (1) Given the reactants [N:1]1[C:8]([Cl:9])=[N:7][C:5](Cl)=[N:4][C:2]=1[Cl:3].CCN(C(C)C)C(C)C.[OH:19][CH2:20][C:21]1([C:24]#[N:25])[CH2:23][CH2:22]1, predict the reaction product. The product is: [Cl:9][C:8]1[N:1]=[C:2]([Cl:3])[N:4]=[C:5]([O:19][CH2:20][C:21]2([C:24]#[N:25])[CH2:23][CH2:22]2)[N:7]=1. (2) The product is: [O:15]1[CH:3]2[CH2:2][CH:1]([C:6]([O:8][CH3:9])=[O:7])[CH2:5][CH:14]12. Given the reactants [CH:1]1([C:6]([OH:8])=[O:7])[CH2:5]C=[CH:3][CH2:2]1.[CH3:9][Si](Cl)(C)C.[CH3:14][OH:15], predict the reaction product. (3) Given the reactants [H-].[Na+].[CH3:3][C:4]1[N:8]2[C:9]3[CH:15]=[C:14]([CH3:16])[NH:13][C:10]=3[CH:11]=[CH:12][C:7]2=[N:6][N:5]=1.Br[CH2:18][CH2:19][C:20]1[CH:25]=[CH:24][CH:23]=[CH:22][CH:21]=1, predict the reaction product. The product is: [CH3:3][C:4]1[N:8]2[C:9]3[CH:15]=[C:14]([CH3:16])[N:13]([CH2:18][CH2:19][C:20]4[CH:25]=[CH:24][CH:23]=[CH:22][CH:21]=4)[C:10]=3[CH:11]=[CH:12][C:7]2=[N:6][N:5]=1. (4) Given the reactants [CH:1]1([CH2:6][OH:7])[CH2:5][CH2:4][CH2:3][CH2:2]1.F[C:9]1[CH:10]=[C:11]([CH3:18])[CH:12]=[CH:13][C:14]=1[N+:15]([O-:17])=[O:16].[CH:19]1([CH2:24][O:25][C:26]2[CH:32]=[C:31]([CH3:33])[CH:30]=[CH:29][C:27]=2[NH2:28])[CH2:23][CH2:22][CH2:21][CH2:20]1.[NH2:34][C:35]1[S:36][CH:37]=[CH:38][N:39]=1, predict the reaction product. The product is: [CH:1]1([CH2:6][O:7][C:9]2[CH:10]=[C:11]([CH3:18])[CH:12]=[CH:13][C:14]=2[N+:15]([O-:17])=[O:16])[CH2:5][CH2:4][CH2:3][CH2:2]1.[CH:19]1([CH2:24][O:25][C:26]2[CH:32]=[C:31]([CH3:33])[CH:30]=[CH:29][C:27]=2[NH:28][C:6]([NH:34][C:35]2[S:36][CH:37]=[CH:38][N:39]=2)=[O:7])[CH2:20][CH2:21][CH2:22][CH2:23]1. (5) Given the reactants [O:1]([C:8]1[CH:16]=[CH:15][C:11]([C:12]([OH:14])=O)=[CH:10][CH:9]=1)[C:2]1[CH:7]=[CH:6][CH:5]=[CH:4][CH:3]=1.ON1C2C=CC=CC=2N=N1.[Si]([O:34][CH2:35][C:36]1[S:40][C:39]([C:41](=[N:43]O)[NH2:42])=[CH:38][CH:37]=1)(C(C)(C)C)(C)C.[F-].C([N+](CCCC)(CCCC)CCCC)CCC, predict the reaction product. The product is: [O:1]([C:8]1[CH:9]=[CH:10][C:11]([C:12]2[O:14][N:43]=[C:41]([C:39]3[S:40][C:36]([CH2:35][OH:34])=[CH:37][CH:38]=3)[N:42]=2)=[CH:15][CH:16]=1)[C:2]1[CH:3]=[CH:4][CH:5]=[CH:6][CH:7]=1. (6) The product is: [CH2:1]([O:19][CH:20]1[CH:29]([O:30][CH2:31][CH2:32][CH2:33][CH2:34][CH2:35][CH2:36][CH2:37][CH2:38][CH2:39][CH2:40][CH2:41][CH2:42][CH2:43][CH2:44][CH2:45][CH2:46][CH2:47][CH3:48])[CH:28]([O:49][CH2:50][CH2:51][CH2:52][CH2:53][CH2:54][CH2:55][CH2:56][CH2:57][CH2:58][CH2:59][CH2:60][CH2:61][CH2:62][CH2:63][CH2:64][CH2:65][CH2:66][CH3:67])[CH2:27][CH:22]([C:23]([O:25][CH3:26])=[O:24])[CH2:21]1)[CH2:2][CH2:3][CH2:4][CH2:5][CH2:6][CH2:7][CH2:8][CH2:9][CH2:10][CH2:11][CH2:12][CH2:13][CH2:14][CH2:15][CH2:16][CH2:17][CH3:18]. Given the reactants [CH2:1]([O:19][C:20]1[CH:21]=[C:22]([CH:27]=[C:28]([O:49][CH2:50][CH2:51][CH2:52][CH2:53][CH2:54][CH2:55][CH2:56][CH2:57][CH2:58][CH2:59][CH2:60][CH2:61][CH2:62][CH2:63][CH2:64][CH2:65][CH2:66][CH3:67])[C:29]=1[O:30][CH2:31][CH2:32][CH2:33][CH2:34][CH2:35][CH2:36][CH2:37][CH2:38][CH2:39][CH2:40][CH2:41][CH2:42][CH2:43][CH2:44][CH2:45][CH2:46][CH2:47][CH3:48])[C:23]([O:25][CH3:26])=[O:24])[CH2:2][CH2:3][CH2:4][CH2:5][CH2:6][CH2:7][CH2:8][CH2:9][CH2:10][CH2:11][CH2:12][CH2:13][CH2:14][CH2:15][CH2:16][CH2:17][CH3:18].C1CCCCC1, predict the reaction product. (7) Given the reactants [Cl:1][C:2]1[CH:9]=[C:8]([Cl:10])[CH:7]=[CH:6][C:3]=1[CH2:4][NH2:5].[BH4-].[Na+].Br[CH2:14][C:15]([C:17]1[CH:22]=[CH:21][CH:20]=[CH:19][C:18]=1[NH:23][C:24](=[O:26])[CH3:25])=[O:16], predict the reaction product. The product is: [Cl:1][C:2]1[CH:9]=[C:8]([Cl:10])[CH:7]=[CH:6][C:3]=1[CH2:4][NH:5][CH2:14][CH:15]([C:17]1[CH:22]=[CH:21][CH:20]=[CH:19][C:18]=1[NH:23][C:24](=[O:26])[CH3:25])[OH:16]. (8) The product is: [CH3:1][N:2]1[C:6](=[O:7])[CH:5]=[CH:4][C:3]1=[O:8].[F:9][CH:10]([CH2:24][C:25]([F:26])([F:27])[F:28])[C:11]([O:14][C:15]([CH:17]1[CH2:22][CH:21]2[CH2:23][CH:18]1[CH:19]=[CH:20]2)=[O:16])([F:13])[F:12].[F:42][CH:38]1[CH:39]=[CH:40][CH:41]=[C:30]([F:29])[C:31]1([CH3:43])[CH2:32][C:18]12[CH2:23][CH:21]([CH:20]=[CH:19]1)[CH2:22][CH:17]2[C:15]([O-:14])=[O:16]. Given the reactants [CH3:1][N:2]1[C:6](=[O:7])[CH:5]=[CH:4][C:3]1=[O:8].[F:9][CH:10]([CH2:24][C:25]([F:28])([F:27])[F:26])[C:11]([O:14][C:15]([CH:17]1[CH2:22][CH:21]2[CH2:23][CH:18]1[CH:19]=[CH:20]2)=[O:16])([F:13])[F:12].[F:29][CH:30]1[CH:41]=[CH:40][CH:39]=[C:38]([F:42])[C:31]1([CH3:43])[CH2:32]C(=C)C([O-])=O.CC(N=NC(C#N)(C)C)(C#N)C, predict the reaction product. (9) The product is: [Br:1][C:2]#[C:3][C:4]1[CH:9]=[CH:8][C:7]([O:10][CH3:11])=[C:6]([F:12])[CH:5]=1. Given the reactants [Br:1][C:2](Br)=[CH:3][C:4]1[CH:9]=[CH:8][C:7]([O:10][CH3:11])=[C:6]([F:12])[CH:5]=1.CC(C)([O-])C.[K+].C1(C)C=CC=CC=1, predict the reaction product.